This data is from Full USPTO retrosynthesis dataset with 1.9M reactions from patents (1976-2016). The task is: Predict the reactants needed to synthesize the given product. (1) Given the product [CH:19]([O:1][C:2]1[CH:9]=[CH:8][C:5]([CH:6]=[O:7])=[CH:4][C:3]=1[O:10][CH3:11])([CH3:21])[CH3:20], predict the reactants needed to synthesize it. The reactants are: [OH:1][C:2]1[CH:9]=[CH:8][C:5]([CH:6]=[O:7])=[CH:4][C:3]=1[O:10][CH3:11].C([O-])([O-])=O.[K+].[K+].Br[CH:19]([CH3:21])[CH3:20].O. (2) Given the product [C:2]([C:3]1[O:17][C:6]([C:7]2[CH:12]=[CH:11][CH:10]=[CH:9][C:8]=2[N+:13]([O-:15])=[O:14])=[N:5][CH:4]=1)([CH3:19])([CH3:18])[CH3:1], predict the reactants needed to synthesize it. The reactants are: [CH3:1][C:2]([CH3:19])([CH3:18])[C:3](=[O:17])[CH2:4][NH:5][C:6](=O)[C:7]1[CH:12]=[CH:11][CH:10]=[CH:9][C:8]=1[N+:13]([O-:15])=[O:14]. (3) Given the product [CH2:2]([O:9][C:10]1[CH:11]=[C:12]2[C:16](=[CH:17][C:18]=1[CH3:19])[NH:15][CH:14]=[C:13]2[CH2:20][C:21]([O:23][CH3:24])=[O:22])[C:3]1[CH:4]=[CH:5][CH:6]=[CH:7][CH:8]=1, predict the reactants needed to synthesize it. The reactants are: Cl.[CH2:2]([O:9][C:10]1[CH:11]=[C:12]2[C:16](=[CH:17][C:18]=1[CH3:19])[NH:15][CH:14]=[C:13]2[C:20](=O)[C:21]([O:23][CH3:24])=[O:22])[C:3]1[CH:8]=[CH:7][CH:6]=[CH:5][CH:4]=1.O=C(C1C2C(=CC=C(C(F)(F)F)C=2)NC=1)C(OC)=O. (4) Given the product [C:9]1(=[O:10])[C:5]2[CH2:6][CH2:7][CH2:8][C:4]=2[C:12](=[O:13])[NH:3][NH:2]1, predict the reactants needed to synthesize it. The reactants are: Cl.[NH2:2][NH2:3].[C:4]12[C:12](=[O:13])O[C:9](=[O:10])[C:5]=1[CH2:6][CH2:7][CH2:8]2. (5) Given the product [C:16]([C:17]1[CH:24]=[CH:23][C:20]([CH2:21][NH:22][C:11](=[O:13])[CH:10]([CH3:14])[CH2:9][NH:8][C:6](=[O:7])[O:5][C:1]([CH3:2])([CH3:3])[CH3:4])=[CH:19][CH:18]=1)#[N:15], predict the reactants needed to synthesize it. The reactants are: [C:1]([O:5][C:6]([NH:8][CH2:9][CH:10]([CH3:14])[C:11]([OH:13])=O)=[O:7])([CH3:4])([CH3:3])[CH3:2].[NH2:15][CH2:16][C:17]1[CH:24]=[CH:23][C:20]([C:21]#[N:22])=[CH:19][CH:18]=1.CN(C(ON1N=NC2C=CC=NC1=2)=[N+](C)C)C.F[P-](F)(F)(F)(F)F.O.